Predict which catalyst facilitates the given reaction. From a dataset of Catalyst prediction with 721,799 reactions and 888 catalyst types from USPTO. (1) Reactant: S([O-])([O-])(=O)=O.[Zn+2:6].[C:7]([O-:26])(=[O:25])[CH2:8][CH2:9][CH2:10][CH2:11][CH2:12][CH2:13][CH2:14][CH2:15][CH2:16][CH2:17][CH2:18][CH2:19][CH2:20][CH2:21][CH2:22][CH2:23][CH3:24].[K+].[OH-].[Zn+2].[OH-]. Product: [C:7]([O-:26])(=[O:25])[CH2:8][CH2:9][CH2:10][CH2:11][CH2:12][CH2:13][CH2:14][CH2:15][CH2:16][CH2:17][CH2:18][CH2:19][CH2:20][CH2:21][CH2:22][CH2:23][CH3:24].[Zn+2:6].[C:7]([O-:26])(=[O:25])[CH2:8][CH2:9][CH2:10][CH2:11][CH2:12][CH2:13][CH2:14][CH2:15][CH2:16][CH2:17][CH2:18][CH2:19][CH2:20][CH2:21][CH2:22][CH2:23][CH3:24]. The catalyst class is: 6. (2) Reactant: Cl[C:2]1[N:7]=[C:6]([NH:8][C:9]2[NH:13][N:12]=[C:11]([CH:14]3[CH2:16][CH2:15]3)[CH:10]=2)[CH:5]=[CH:4][N:3]=1.[S:17]([N:27]1[C:35]2[C:30](=[CH:31][CH:32]=[C:33]([CH2:36][NH2:37])[CH:34]=2)[CH:29]=[CH:28]1)([C:20]1[CH:26]=[CH:25][C:23]([CH3:24])=[CH:22][CH:21]=1)(=[O:19])=[O:18].CCN(C(C)C)C(C)C. Product: [CH:14]1([C:11]2[NH:12][N:13]=[C:9]([NH:8][C:6]3[CH:5]=[CH:4][N:3]=[C:2]([NH:37][CH2:36][C:33]4[CH:34]=[C:35]5[C:30]([CH:29]=[CH:28][N:27]5[S:17]([C:20]5[CH:21]=[CH:22][C:23]([CH3:24])=[CH:25][CH:26]=5)(=[O:19])=[O:18])=[CH:31][CH:32]=4)[N:7]=3)[CH:10]=2)[CH2:16][CH2:15]1. The catalyst class is: 114. (3) Reactant: Cl[C:2]([O:4][CH:5]1[CH2:9][CH2:8][CH2:7][CH2:6]1)=[O:3].FC(F)(F)C(O)=O.[CH2:17]([O:19][C:20]1[CH:41]=[CH:40][C:23]([O:24][C:25]2[N:30]=[CH:29][N:28]=[C:27]3[N:31]([CH:34]4[CH2:39][CH2:38][NH:37][CH2:36][CH2:35]4)[N:32]=[CH:33][C:26]=23)=[C:22]([F:42])[CH:21]=1)[CH3:18].C(N(C(C)C)CC)(C)C.O. Product: [CH:5]1([O:4][C:2]([N:37]2[CH2:38][CH2:39][CH:34]([N:31]3[C:27]4=[N:28][CH:29]=[N:30][C:25]([O:24][C:23]5[CH:40]=[CH:41][C:20]([O:19][CH2:17][CH3:18])=[CH:21][C:22]=5[F:42])=[C:26]4[CH:33]=[N:32]3)[CH2:35][CH2:36]2)=[O:3])[CH2:9][CH2:8][CH2:7][CH2:6]1. The catalyst class is: 4. (4) Reactant: [Br:1][C:2]1[CH:14]=[CH:13][C:12]2[C:11]3[C:6](=[CH:7][CH:8]=[CH:9][CH:10]=3)[CH2:5][C:4]=2[CH:3]=1.S(=O)(=O)(O)O.O.O.[I:22](O)(=O)(=O)=O.II.S([O-])(O)=O.[Na+]. Product: [Br:1][C:2]1[CH:14]=[CH:13][C:12]2[C:11]3[C:6](=[CH:7][C:8]([I:22])=[CH:9][CH:10]=3)[CH2:5][C:4]=2[CH:3]=1. The catalyst class is: 211. (5) Reactant: [C:1]1([C@H:7]([O:9][C:10](=[O:25])[NH:11][C:12]2[N:13]([CH3:24])[N:14]=[N:15][C:16]=2[C:17]2[CH:22]=[CH:21][C:20](Br)=[CH:19][CH:18]=2)[CH3:8])[CH:6]=[CH:5][CH:4]=[CH:3][CH:2]=1.CC1(C)C(C)(C)OB([C:34]2[CH:39]=[CH:38][C:37]([CH2:40][C:41]([O:43][CH2:44][CH3:45])=[O:42])=[CH:36][CH:35]=2)O1.CC(C1C=C(C(C)C)C(C2C=CC=CC=2P(C2CCCCC2)C2CCCCC2)=C(C(C)C)C=1)C.P([O-])([O-])([O-])=O.[K+].[K+].[K+]. Product: [CH2:44]([O:43][C:41](=[O:42])[CH2:40][C:37]1[CH:38]=[CH:39][C:34]([C:20]2[CH:21]=[CH:22][C:17]([C:16]3[N:15]=[N:14][N:13]([CH3:24])[C:12]=3[NH:11][C:10]([O:9][C@@H:7]([C:1]3[CH:6]=[CH:5][CH:4]=[CH:3][CH:2]=3)[CH3:8])=[O:25])=[CH:18][CH:19]=2)=[CH:35][CH:36]=1)[CH3:45]. The catalyst class is: 493. (6) Reactant: Cl.Cl.Cl.[CH3:4][C:5]1[C:9]([C:10]2[C:19]3[O:18][CH2:17][C@H:16]([C:20]4[CH:25]=[CH:24][CH:23]=[CH:22][N:21]=4)[N:15]4[C:26]([N:28]5[CH2:32][CH2:31][C@@H:30]([NH2:33])[CH2:29]5)=[N:27][C:13]([C:14]=34)=[CH:12][CH:11]=2)=[C:8]([CH3:34])[O:7][N:6]=1.C(N(CC)CC)C.Cl[C:43]([O:45][CH3:46])=[O:44]. Product: [CH3:4][C:5]1[C:9]([C:10]2[C:19]3[O:18][CH2:17][C@H:16]([C:20]4[CH:25]=[CH:24][CH:23]=[CH:22][N:21]=4)[N:15]4[C:26]([N:28]5[CH2:32][CH2:31][C@@H:30]([NH:33][C:43](=[O:44])[O:45][CH3:46])[CH2:29]5)=[N:27][C:13]([C:14]=34)=[CH:12][CH:11]=2)=[C:8]([CH3:34])[O:7][N:6]=1. The catalyst class is: 2.